From a dataset of Reaction yield outcomes from USPTO patents with 853,638 reactions. Predict the reaction yield, written as a fraction of the theoretical maximum amount of product (1.0 means a 100% yield; for example, 0.34 means a 34% yield). (1) The reactants are Cl.[NH2:2][OH:3].C[O-].[Na+].[OH:7][C@H:8]([CH3:31])[C@H:9]([NH:14][C:15]([C:17]1[CH:22]=[CH:21][C:20]([C:23]([C:25]2[CH:30]=[CH:29][CH:28]=[CH:27][CH:26]=2)=[O:24])=[CH:19][CH:18]=1)=[O:16])[C:10](OC)=[O:11].Cl. The catalyst is CO. The product is [C:23]([C:20]1[CH:21]=[CH:22][C:17]([C:15]([NH:14][C@H:9]([C:10]([NH:2][OH:3])=[O:11])[C@H:8]([OH:7])[CH3:31])=[O:16])=[CH:18][CH:19]=1)(=[O:24])[C:25]1[CH:30]=[CH:29][CH:28]=[CH:27][CH:26]=1. The yield is 0.430. (2) The reactants are C([O:3][C:4](=[O:27])[CH2:5][O:6][C:7]1[CH:12]=[C:11]([F:13])[C:10]([CH3:14])=[CH:9][C:8]=1[C:15](=[O:26])[NH:16][CH2:17][C:18]1[CH:23]=[CH:22][C:21]([Br:24])=[CH:20][C:19]=1[F:25])C.[OH-].[Na+]. The catalyst is C(O)C. The product is [Br:24][C:21]1[CH:22]=[CH:23][C:18]([CH2:17][NH:16][C:15]([C:8]2[CH:9]=[C:10]([CH3:14])[C:11]([F:13])=[CH:12][C:7]=2[O:6][CH2:5][C:4]([OH:27])=[O:3])=[O:26])=[C:19]([F:25])[CH:20]=1. The yield is 0.980. (3) The reactants are [Br:1][C:2]1[C:3](C)=C(C=[CH:8][CH:9]=1)C#N.[CH3:11][Mg]Br.Cl.[CH2:15]1[CH2:19][O:18][CH2:17][CH2:16]1. No catalyst specified. The product is [Br:1][C:2]1[C:9]([CH3:8])=[C:16]([C:17](=[O:18])[CH3:11])[CH:15]=[CH:19][CH:3]=1. The yield is 0.682. (4) The reactants are Cl.Cl.[NH2:3][CH:4]([C:16]1[CH:21]=[CH:20][CH:19]=[C:18]([F:22])[CH:17]=1)[C:5]([O:7][C@@H:8]1[CH:13]2[CH2:14][CH2:15][N:10]([CH2:11][CH2:12]2)[CH2:9]1)=[O:6].CCN(CC)CC.[Cl:30][C:31]1[CH:32]=[N+:33]([O-:60])[CH:34]=[C:35]([Cl:59])[C:36]=1[CH2:37][C@H:38]([O:49][C:50]([C:52]1[S:53][C:54]([CH:57]=O)=[CH:55][CH:56]=1)=[O:51])[C:39]1[CH:44]=[CH:43][C:42]([O:45][CH3:46])=[C:41]([O:47][CH3:48])[CH:40]=1.C(O)(=O)C.[BH-](OC(C)=O)(OC(C)=O)OC(C)=O.[Na+]. The catalyst is CCOC(C)=O. The product is [Cl:59][C:35]1[CH:34]=[N+:33]([O-:60])[CH:32]=[C:31]([Cl:30])[C:36]=1[CH2:37][C@H:38]([O:49][C:50]([C:52]1[S:53][C:54]([CH2:57][NH:3][CH:4]([C:16]2[CH:21]=[CH:20][CH:19]=[C:18]([F:22])[CH:17]=2)[C:5](=[O:6])[O:7][C@@H:8]2[CH:13]3[CH2:12][CH2:11][N:10]([CH2:15][CH2:14]3)[CH2:9]2)=[CH:55][CH:56]=1)=[O:51])[C:39]1[CH:44]=[CH:43][C:42]([O:45][CH3:46])=[C:41]([O:47][CH3:48])[CH:40]=1. The yield is 0.590.